From a dataset of Peptide-MHC class I binding affinity with 185,985 pairs from IEDB/IMGT. Regression. Given a peptide amino acid sequence and an MHC pseudo amino acid sequence, predict their binding affinity value. This is MHC class I binding data. The peptide sequence is QPQEQVPL. The MHC is HLA-B51:01 with pseudo-sequence HLA-B51:01. The binding affinity (normalized) is 0.657.